This data is from Reaction yield outcomes from USPTO patents with 853,638 reactions. The task is: Predict the reaction yield, written as a fraction of the theoretical maximum amount of product (1.0 means a 100% yield; for example, 0.34 means a 34% yield). (1) The reactants are C1COCC1.[CH3:6][O:7][C:8]1[CH:13]=[CH:12][CH:11]=[CH:10][C:9]=1[Mg]Br.[Cl:16][CH2:17][Si:18]([CH3:21])([CH3:20])Cl. The catalyst is O. The product is [Cl:16][CH2:17][Si:18]([C:9]1[CH:10]=[CH:11][CH:12]=[CH:13][C:8]=1[O:7][CH3:6])([CH3:21])[CH3:20]. The yield is 0.520. (2) The reactants are [CH:1]([C:4]1[CH:9]=[CH:8][C:7]([N:10]([C:12]2[CH:17]=[CH:16][C:15]([O:18][CH3:19])=[CH:14][CH:13]=2)[CH3:11])=[CH:6][C:5]=1[NH2:20])([CH3:3])[CH3:2].C([O-])([O-])=O.[K+].[K+].[Na+].[I-].Cl[CH2:30][CH2:31][O:32][CH2:33][CH2:34]Cl. The catalyst is CN(C=O)C.O. The product is [CH:1]([C:4]1[CH:9]=[CH:8][C:7]([N:10]([C:12]2[CH:17]=[CH:16][C:15]([O:18][CH3:19])=[CH:14][CH:13]=2)[CH3:11])=[CH:6][C:5]=1[N:20]1[CH2:34][CH2:33][O:32][CH2:31][CH2:30]1)([CH3:3])[CH3:2]. The yield is 0.600.